This data is from Forward reaction prediction with 1.9M reactions from USPTO patents (1976-2016). The task is: Predict the product of the given reaction. (1) Given the reactants [CH2:1](B1C2CCCC1CCC2)[C:2]1[CH:7]=[CH:6][CH:5]=[CH:4][CH:3]=1.Br[C:18]1[C:19]([O:47][CH2:48][C:49]([F:52])([F:51])[F:50])=[N:20][CH:21]=[C:22]([CH:46]=1)[C:23]([NH:25][CH2:26][CH2:27][NH:28][C:29]([C:31]1[C:32]([C:42]([F:45])([F:44])[F:43])=[N:33][N:34]([C:36]2[CH:41]=[CH:40][CH:39]=[CH:38][CH:37]=2)[CH:35]=1)=[O:30])=[O:24], predict the reaction product. The product is: [CH2:1]([C:18]1[C:19]([O:47][CH2:48][C:49]([F:51])([F:50])[F:52])=[N:20][CH:21]=[C:22]([CH:46]=1)[C:23]([NH:25][CH2:26][CH2:27][NH:28][C:29]([C:31]1[C:32]([C:42]([F:45])([F:44])[F:43])=[N:33][N:34]([C:36]2[CH:37]=[CH:38][CH:39]=[CH:40][CH:41]=2)[CH:35]=1)=[O:30])=[O:24])[C:2]1[CH:3]=[CH:4][CH:5]=[CH:6][CH:7]=1. (2) Given the reactants C(OC([N:8]1[CH2:12][CH2:11][CH:10]([CH2:13][CH2:14][C:15]2[CH:20]=[CH:19][C:18]([NH:21][C:22](=[O:30])[C:23]3[CH:28]=[CH:27][C:26]([Cl:29])=[CH:25][CH:24]=3)=[CH:17][CH:16]=2)[CH2:9]1)=O)(C)(C)C.Cl, predict the reaction product. The product is: [ClH:29].[Cl:29][C:26]1[CH:25]=[CH:24][C:23]([C:22]([NH:21][C:18]2[CH:19]=[CH:20][C:15]([CH2:14][CH2:13][CH:10]3[CH2:11][CH2:12][NH:8][CH2:9]3)=[CH:16][CH:17]=2)=[O:30])=[CH:28][CH:27]=1. (3) Given the reactants C1(N=C=NC2CCCCC2)CCCCC1.[C:16]([C:19]1[CH:44]=[CH:43][C:22]([O:23][CH2:24][C:25]2[CH:26]=[C:27]([NH:31][C:32](=[O:42])[C:33]3[CH:34]=[C:35]([CH:39]=[CH:40][CH:41]=3)[C:36](O)=[O:37])[CH:28]=[CH:29][CH:30]=2)=[C:21]([CH2:45][CH2:46][CH3:47])[C:20]=1[OH:48])(=[O:18])[CH3:17].[CH3:49][C:50]1([CH3:58])[O:55][C:54](=[O:56])[CH2:53][C:52](=[O:57])[O:51]1, predict the reaction product. The product is: [C:16]([C:19]1[CH:44]=[CH:43][C:22]([O:23][CH2:24][C:25]2[CH:26]=[C:27]([NH:31][C:32](=[O:42])[C:33]3[CH:41]=[CH:40][CH:39]=[C:35]([C:36](=[C:53]4[C:54](=[O:56])[O:55][C:50]([CH3:58])([CH3:49])[O:51][C:52]4=[O:57])[OH:37])[CH:34]=3)[CH:28]=[CH:29][CH:30]=2)=[C:21]([CH2:45][CH2:46][CH3:47])[C:20]=1[OH:48])(=[O:18])[CH3:17]. (4) Given the reactants [Br:1][C:2]1[CH:3]=[C:4]([CH:8]=[CH:9][CH:10]=1)[CH2:5][CH2:6][NH2:7].[F:11][C:12]([F:23])([F:22])[C:13]([O:15]C(=O)C(F)(F)F)=[O:14].O, predict the reaction product. The product is: [Br:1][C:2]1[CH:3]=[C:4]([CH:8]=[CH:9][CH:10]=1)[CH2:5][CH2:6][NH:7][O:15][C:13](=[O:14])[C:12]([F:23])([F:22])[F:11]. (5) Given the reactants [C:1](Cl)(=[O:8])[C:2]1[CH:7]=[CH:6][CH:5]=[CH:4][CH:3]=1.[CH:10]1[C:22]2[CH:21]([CH2:23][O:24][C:25]([NH:27][C@@H:28]([CH2:32][NH2:33])[C:29]([OH:31])=[O:30])=[O:26])[C:20]3[C:15](=[CH:16][CH:17]=[CH:18][CH:19]=3)[C:14]=2[CH:13]=[CH:12][CH:11]=1, predict the reaction product. The product is: [CH:19]1[C:20]2[CH:21]([CH2:23][O:24][C:25]([NH:27][C@@H:28]([CH2:32][NH:33][C:1](=[O:8])[C:2]3[CH:7]=[CH:6][CH:5]=[CH:4][CH:3]=3)[C:29]([OH:31])=[O:30])=[O:26])[C:22]3[C:14](=[CH:13][CH:12]=[CH:11][CH:10]=3)[C:15]=2[CH:16]=[CH:17][CH:18]=1.